Dataset: Full USPTO retrosynthesis dataset with 1.9M reactions from patents (1976-2016). Task: Predict the reactants needed to synthesize the given product. (1) Given the product [F:1][C:2]1[CH:7]=[CH:6][C:5]([N:8]2[CH2:14][CH2:13][CH2:12][CH2:11][CH:10]([Se:32][C:26]3[CH:31]=[CH:30][CH:29]=[CH:28][CH:27]=3)[C:9]2=[O:15])=[CH:4][CH:3]=1, predict the reactants needed to synthesize it. The reactants are: [F:1][C:2]1[CH:7]=[CH:6][C:5]([N:8]2[CH2:14][CH2:13][CH2:12][CH2:11][CH2:10][C:9]2=[O:15])=[CH:4][CH:3]=1.C[Si]([N-][Si](C)(C)C)(C)C.[Li+].[C:26]1([Se:32]Cl)[CH:31]=[CH:30][CH:29]=[CH:28][CH:27]=1. (2) Given the product [F:8][C:6]1[CH:5]=[C:4]([C:9]2[CH:17]=[CH:16][C:12]([C:13]([NH:29][CH2:28][CH:20]3[CH2:21][C:22]4[C:27](=[CH:26][CH:25]=[CH:24][CH:23]=4)[O:18][CH2:19]3)=[O:15])=[CH:11][N:10]=2)[CH:3]=[C:2]([F:1])[CH:7]=1, predict the reactants needed to synthesize it. The reactants are: [F:1][C:2]1[CH:3]=[C:4]([C:9]2[CH:17]=[CH:16][C:12]([C:13]([OH:15])=O)=[CH:11][N:10]=2)[CH:5]=[C:6]([F:8])[CH:7]=1.[O:18]1[C:27]2[C:22](=[CH:23][CH:24]=[CH:25][CH:26]=2)[CH2:21][CH:20]([CH2:28][NH2:29])[CH2:19]1.CN(C(ON1N=NC2C=CC=NC1=2)=[N+](C)C)C.F[P-](F)(F)(F)(F)F.C(NC(C)C)(C)C. (3) Given the product [F:21][C:22]([F:35])([F:34])[S:23]([O:14][C:3]1[C:2]([CH3:1])=[N:13][C:6]2[N:7]=[C:8]([S:11][CH3:12])[N:9]=[CH:10][C:5]=2[CH:4]=1)(=[O:25])=[O:24], predict the reactants needed to synthesize it. The reactants are: [CH3:1][C:2]1[C:3]([OH:14])=[CH:4][C:5]2[CH:10]=[N:9][C:8]([S:11][CH3:12])=[N:7][C:6]=2[N:13]=1.N1C=CC=CC=1.[F:21][C:22]([F:35])([F:34])[S:23](O[S:23]([C:22]([F:35])([F:34])[F:21])(=[O:25])=[O:24])(=[O:25])=[O:24].